Dataset: Reaction yield outcomes from USPTO patents with 853,638 reactions. Task: Predict the reaction yield, written as a fraction of the theoretical maximum amount of product (1.0 means a 100% yield; for example, 0.34 means a 34% yield). (1) The reactants are [Cl:1][C:2]1[CH:3]=[C:4]([NH2:19])[CH:5]=[CH:6][C:7]=1[S:8][C:9]1[CH:18]=[CH:17][C:16]2[C:11](=[CH:12][CH:13]=[CH:14][CH:15]=2)[CH:10]=1.N1C=CC=CC=1.[I:26][C:27]1[CH:32]=[CH:31][C:30]([S:33](Cl)(=[O:35])=[O:34])=[CH:29][CH:28]=1. The catalyst is C1COCC1. The product is [Cl:1][C:2]1[CH:3]=[C:4]([NH:19][S:33]([C:30]2[CH:31]=[CH:32][C:27]([I:26])=[CH:28][CH:29]=2)(=[O:35])=[O:34])[CH:5]=[CH:6][C:7]=1[S:8][C:9]1[CH:18]=[CH:17][C:16]2[C:11](=[CH:12][CH:13]=[CH:14][CH:15]=2)[CH:10]=1. The yield is 0.530. (2) The reactants are [F:1][C:2]1[CH:7]=[C:6]([I:8])[CH:5]=[CH:4][C:3]=1[N:9]1[C:17]2[C:12](=[CH:13][N:14]([CH3:20])[C:15](=[O:19])[C:16]=2[CH3:18])[NH:11]C1=O.[H-].[Na+].[CH:24]1([S:27](Cl)(=[O:29])=[O:28])[CH2:26][CH2:25]1.[OH-].[Na+].Cl. The catalyst is CN(C=O)C.C1COCC1. The product is [F:1][C:2]1[CH:7]=[C:6]([I:8])[CH:5]=[CH:4][C:3]=1[NH:9][C:17]1[C:12]([NH:11][S:27]([CH:24]2[CH2:26][CH2:25]2)(=[O:29])=[O:28])=[CH:13][N:14]([CH3:20])[C:15](=[O:19])[C:16]=1[CH3:18]. The yield is 0.350. (3) The reactants are [CH2:1]([O:8][C:9]([NH:11][C:12]1([C:15](O)=[O:16])[CH2:14][CH2:13]1)=[O:10])[C:2]1[CH:7]=[CH:6][CH:5]=[CH:4][CH:3]=1.[H]1[BH2][H][BH2]1.C([O-])([O-])=O.[K+].[K+]. The catalyst is O1CCCC1. The product is [CH2:1]([O:8][C:9]([NH:11][C:12]1([CH2:15][OH:16])[CH2:13][CH2:14]1)=[O:10])[C:2]1[CH:3]=[CH:4][CH:5]=[CH:6][CH:7]=1. The yield is 0.430.